Dataset: Full USPTO retrosynthesis dataset with 1.9M reactions from patents (1976-2016). Task: Predict the reactants needed to synthesize the given product. (1) Given the product [C:1]([O:5][C:6]([N:8]([C:21]1[CH:22]=[C:23]([CH:34]=[CH:35][C:36]=1[O:37][CH3:38])[C:24]([OH:26])=[O:25])[S:9]([CH2:12][CH2:13][N:14]1[CH2:15][CH2:16][N:17]([CH3:20])[CH2:18][CH2:19]1)(=[O:11])=[O:10])=[O:7])([CH3:4])([CH3:3])[CH3:2], predict the reactants needed to synthesize it. The reactants are: [C:1]([O:5][C:6]([N:8]([C:21]1[CH:22]=[C:23]([CH:34]=[CH:35][C:36]=1[O:37][CH3:38])[C:24]([O:26]CC1C=CC=CC=1)=[O:25])[S:9]([CH2:12][CH2:13][N:14]1[CH2:19][CH2:18][N:17]([CH3:20])[CH2:16][CH2:15]1)(=[O:11])=[O:10])=[O:7])([CH3:4])([CH3:3])[CH3:2]. (2) Given the product [NH2:18][C:16]1[NH:15][N:14]=[C:13]([NH:12][C:5]2[CH:4]=[C:3]([Cl:19])[C:2]([C:33]3[CH:34]=[CH:35][C:30]([S:27]([N:24]4[CH2:25][CH2:26][C:21]([CH3:20])([OH:45])[CH2:22][CH2:23]4)(=[O:29])=[O:28])=[CH:31][CH:32]=3)=[C:7]([C:8]([F:11])([F:10])[F:9])[CH:6]=2)[N:17]=1, predict the reactants needed to synthesize it. The reactants are: Br[C:2]1[C:7]([C:8]([F:11])([F:10])[F:9])=[CH:6][C:5]([NH:12][C:13]2[N:17]=[C:16]([NH2:18])[NH:15][N:14]=2)=[CH:4][C:3]=1[Cl:19].[CH3:20][C:21]1([OH:45])[CH2:26][CH2:25][N:24]([S:27]([C:30]2[CH:35]=[CH:34][C:33](B3OC(C)(C)C(C)(C)O3)=[CH:32][CH:31]=2)(=[O:29])=[O:28])[CH2:23][CH2:22]1.C([O-])([O-])=O.[K+].[K+].COCCOC. (3) Given the product [CH3:6][C@H:7]1[CH2:16][CH:15]=[CH:14][C:9]2([CH2:10][CH2:11][CH2:12][CH2:13]2)[C@H:8]1[C:17](=[O:19])/[CH:1]=[CH:2]/[CH3:3], predict the reactants needed to synthesize it. The reactants are: [CH2:1]([Mg]Cl)[CH:2]=[CH2:3].[CH3:6][C@H:7]1[CH2:16][CH:15]=[CH:14][C:9]2([CH2:13][CH2:12][CH2:11][CH2:10]2)[C@H:8]1[C:17]([O:19]CC)=O.Cl.CC([O-])(C)C.[K+].